From a dataset of Forward reaction prediction with 1.9M reactions from USPTO patents (1976-2016). Predict the product of the given reaction. (1) Given the reactants C([O-])(=O)C.[Ni+2:5].C([O-])(=O)C.[CH3:10][C:11](=[N:16][OH:17])[C:12]([CH3:15])=[N:13][OH:14].[OH-].[K+], predict the reaction product. The product is: [CH3:10][C:11](=[N:16][OH:17])[C:12]([CH3:15])=[N:13][OH:14].[Ni:5]. (2) Given the reactants N1C=CC=CC=1.FC(F)(F)S([O:12][S:13]([C:16]([F:19])([F:18])[F:17])(=[O:15])=[O:14])(=O)=O.[CH2:22]([O:24][C:25]([C@:27]1([N:40]=[N+:41]=[N-:42])[C@H:32](O)[CH2:31][C@@H:30]2[C@H:28]1[C@@:29]2([F:39])[C:34]([O:36][CH2:37][CH3:38])=[O:35])=[O:26])[CH3:23].CCOCC, predict the reaction product. The product is: [CH2:22]([O:24][C:25]([C@:27]1([N:40]=[N+:41]=[N-:42])[C@H:32]([O:12][S:13]([C:16]([F:17])([F:18])[F:19])(=[O:14])=[O:15])[CH2:31][C@@H:30]2[C@H:28]1[C@@:29]2([F:39])[C:34]([O:36][CH2:37][CH3:38])=[O:35])=[O:26])[CH3:23]. (3) Given the reactants [CH3:1][NH:2][C:3]1[CH:11]=[CH:10][CH:9]=[CH:8][C:4]=1[C:5]([OH:7])=O.Cl.[F:13][C:14]1[CH:19]=[CH:18][C:17]([C:20]2[N:24]=[C:23]([C@H:25]3[CH2:30][CH2:29][CH2:28][NH:27][CH2:26]3)[O:22][N:21]=2)=[CH:16][CH:15]=1, predict the reaction product. The product is: [F:13][C:14]1[CH:19]=[CH:18][C:17]([C:20]2[N:24]=[C:23]([C@H:25]3[CH2:30][CH2:29][CH2:28][N:27]([C:5]([C:4]4[CH:8]=[CH:9][CH:10]=[CH:11][C:3]=4[NH:2][CH3:1])=[O:7])[CH2:26]3)[O:22][N:21]=2)=[CH:16][CH:15]=1. (4) Given the reactants [C:1]1([C@H:7]([CH3:10])[CH2:8][NH2:9])[CH:6]=[CH:5][CH:4]=[CH:3][CH:2]=1.[Cl:11][C:12]1[C:19]([C:20]([F:23])([F:22])[F:21])=[CH:18][CH:17]=[CH:16][C:13]=1[CH:14]=O.C(O[BH-](OC(=O)C)OC(=O)C)(=O)C.[Na+].O, predict the reaction product. The product is: [Cl:11][C:12]1[C:19]([C:20]([F:21])([F:22])[F:23])=[CH:18][CH:17]=[CH:16][C:13]=1[CH2:14][NH:9][CH2:8][C@H:7]([C:1]1[CH:6]=[CH:5][CH:4]=[CH:3][CH:2]=1)[CH3:10]. (5) Given the reactants [O:1]=[S:2]1(=[O:54])[CH2:7][CH2:6][N:5]([CH2:8][CH2:9][NH:10][C@:11]23[CH2:47][CH2:46][C@@H:45]([CH:48]([CH3:53])[C:49]([O:51]C)=[O:50])[C@@H:12]2[C@@H:13]2[C@@:26]([CH3:29])([CH2:27][CH2:28]3)[C@@:25]3([CH3:30])[C@@H:16]([C@:17]4([CH3:44])[C@@H:22]([CH2:23][CH2:24]3)[C:21]([CH3:32])([CH3:31])[C:20]([C:33]3[CH:42]=[CH:41][C:36]([C:37]([O:39]C)=[O:38])=[C:35]([F:43])[CH:34]=3)=[CH:19][CH2:18]4)[CH2:15][CH2:14]2)[CH2:4][CH2:3]1.[OH-].[Na+], predict the reaction product. The product is: [C:49]([CH:48]([C@H:45]1[C@@H:12]2[C@@H:13]3[C@@:26]([CH3:29])([CH2:27][CH2:28][C@@:11]2([NH:10][CH2:9][CH2:8][N:5]2[CH2:6][CH2:7][S:2](=[O:54])(=[O:1])[CH2:3][CH2:4]2)[CH2:47][CH2:46]1)[C@@:25]1([CH3:30])[C@@H:16]([C@:17]2([CH3:44])[C@@H:22]([CH2:23][CH2:24]1)[C:21]([CH3:32])([CH3:31])[C:20]([C:33]1[CH:42]=[CH:41][C:36]([C:37]([OH:39])=[O:38])=[C:35]([F:43])[CH:34]=1)=[CH:19][CH2:18]2)[CH2:15][CH2:14]3)[CH3:53])([OH:51])=[O:50]. (6) Given the reactants [CH2:1]([O:8][C:9]1[C:10]([C:33]([OH:35])=O)=[N:11][C:12]([CH2:16][C:17]2([C:27]3[CH:32]=[CH:31][CH:30]=[CH:29][CH:28]=3)[CH2:26][CH2:25][C:20]3([O:24][CH2:23][CH2:22][O:21]3)[CH2:19][CH2:18]2)=[N:13][C:14]=1[OH:15])[C:2]1[CH:7]=[CH:6][CH:5]=[CH:4][CH:3]=1.[Si:36]([O:43][CH2:44][CH2:45][NH:46][CH:47]([CH3:49])[CH3:48])([C:39]([CH3:42])([CH3:41])[CH3:40])([CH3:38])[CH3:37].C(N(CC)C(C)C)(C)C.CN(C(ON1N=NC2C=CC=NC1=2)=[N+](C)C)C.F[P-](F)(F)(F)(F)F, predict the reaction product. The product is: [Si:36]([O:43][CH2:44][CH2:45][N:46]([CH:47]([CH3:49])[CH3:48])[C:33]([C:10]1[C:9]([O:8][CH2:1][C:2]2[CH:3]=[CH:4][CH:5]=[CH:6][CH:7]=2)=[C:14]([OH:15])[N:13]=[C:12]([CH2:16][C:17]2([C:27]3[CH:32]=[CH:31][CH:30]=[CH:29][CH:28]=3)[CH2:18][CH2:19][C:20]3([O:21][CH2:22][CH2:23][O:24]3)[CH2:25][CH2:26]2)[N:11]=1)=[O:35])([C:39]([CH3:42])([CH3:41])[CH3:40])([CH3:38])[CH3:37].